From a dataset of Forward reaction prediction with 1.9M reactions from USPTO patents (1976-2016). Predict the product of the given reaction. (1) Given the reactants [NH2:1][C:2]1[C:15]([O:16][CH3:17])=[CH:14][C:13]2[C@:12]34[CH2:18][CH2:19][N:20]([C:21]([O:23][CH2:24][C:25]5[CH:30]=[CH:29][CH:28]=[CH:27][CH:26]=5)=[O:22])[C@@H:6]([C@@H:7]3[CH2:8][CH2:9][CH2:10][CH2:11]4)[CH2:5][C:4]=2[CH:3]=1.[CH3:31][C:32]([CH3:34])=O.[BH-](OC(C)=O)(OC(C)=O)OC(C)=O.[Na+], predict the reaction product. The product is: [CH:32]([NH:1][C:2]1[C:15]([O:16][CH3:17])=[CH:14][C:13]2[C@:12]34[CH2:18][CH2:19][N:20]([C:21]([O:23][CH2:24][C:25]5[CH:26]=[CH:27][CH:28]=[CH:29][CH:30]=5)=[O:22])[C@@H:6]([C@@H:7]3[CH2:8][CH2:9][CH2:10][CH2:11]4)[CH2:5][C:4]=2[CH:3]=1)([CH3:34])[CH3:31]. (2) Given the reactants [CH:1]([C:3]1[CH:8]=[CH:7][C:6]([C:9]2[N:14]=[CH:13][N:12]=[C:11]([NH:15][C@H:16]([C:24]([O:26][CH3:27])=[O:25])[CH2:17][C:18]3[CH:23]=[CH:22][CH:21]=[CH:20][CH:19]=3)[CH:10]=2)=[CH:5][CH:4]=1)=O.[NH2:28][C:29]1[CH:34]=[CH:33][CH:32]=[CH:31][CH:30]=1.S([O-])([O-])(=O)=O.[Na+].[Na+].C(O[BH-](OC(=O)C)OC(=O)C)(=O)C.[Na+], predict the reaction product. The product is: [NH:28]([CH2:1][C:3]1[CH:4]=[CH:5][C:6]([C:9]2[N:14]=[CH:13][N:12]=[C:11]([NH:15][C@H:16]([C:24]([O:26][CH3:27])=[O:25])[CH2:17][C:18]3[CH:19]=[CH:20][CH:21]=[CH:22][CH:23]=3)[CH:10]=2)=[CH:7][CH:8]=1)[C:29]1[CH:34]=[CH:33][CH:32]=[CH:31][CH:30]=1. (3) The product is: [S:12]1[CH:13]=[CH:14][C:10]([C:8](=[O:9])[CH2:2][CH3:1])=[CH:11]1. Given the reactants [CH3:1][CH2:2][Mg+].[Br-].CON(C)[C:8]([C:10]1[CH:14]=[CH:13][S:12][CH:11]=1)=[O:9].CCOC(C)=O, predict the reaction product. (4) Given the reactants [CH3:1][O:2][C:3]([C:5]1[N:6]=[C:7]([NH:10][C:11](=[O:21])[C@@H:12]([NH2:20])[CH2:13][C:14]2[CH:19]=[CH:18][CH:17]=[CH:16][CH:15]=2)[S:8][CH:9]=1)=[O:4].[C:22]([O:26][C:27]([NH:29][C@H:30]([C:34]1[CH:39]=[CH:38][CH:37]=[CH:36][CH:35]=1)[C:31](O)=[O:32])=[O:28])([CH3:25])([CH3:24])[CH3:23].C(N(C(C)C)CC)(C)C.ON1C2C=CC=CC=2N=N1.N1(OC(N(C)C)=[N+](C)C)C2C=CC=CC=2N=N1, predict the reaction product. The product is: [CH3:1][O:2][C:3]([C:5]1[N:6]=[C:7]([NH:10][C:11](=[O:21])[C@@H:12]([NH:20][C:31](=[O:32])[C@H:30]([NH:29][C:27]([O:26][C:22]([CH3:24])([CH3:23])[CH3:25])=[O:28])[C:34]2[CH:39]=[CH:38][CH:37]=[CH:36][CH:35]=2)[CH2:13][C:14]2[CH:19]=[CH:18][CH:17]=[CH:16][CH:15]=2)[S:8][CH:9]=1)=[O:4].